This data is from Full USPTO retrosynthesis dataset with 1.9M reactions from patents (1976-2016). The task is: Predict the reactants needed to synthesize the given product. (1) Given the product [C:19]1([CH:18]([C:25]2[CH:26]=[CH:27][CH:28]=[CH:29][CH:30]=2)[N:1]2[C:11]3[C:6](=[CH:7][CH:8]=[CH:9][CH:10]=3)[C:4](=[O:5])[C:2]2=[O:3])[CH:24]=[CH:23][CH:22]=[CH:21][CH:20]=1, predict the reactants needed to synthesize it. The reactants are: [NH:1]1[C:11]2[C:6](=[CH:7][CH:8]=[CH:9][CH:10]=2)[C:4](=[O:5])[C:2]1=[O:3].C(=O)([O-])[O-].[Cs+].[Cs+].[CH:18](Br)([C:25]1[CH:30]=[CH:29][CH:28]=[CH:27][CH:26]=1)[C:19]1[CH:24]=[CH:23][CH:22]=[CH:21][CH:20]=1. (2) Given the product [Br:1][C:2]1[CH:7]=[C:6]([NH:12][C:13]([CH3:18])([CH3:17])[CH2:14][CH2:15][OH:16])[C:5]([N+:9]([O-:11])=[O:10])=[CH:4][N:3]=1, predict the reactants needed to synthesize it. The reactants are: [Br:1][C:2]1[CH:7]=[C:6](Br)[C:5]([N+:9]([O-:11])=[O:10])=[CH:4][N:3]=1.[NH2:12][C:13]([CH3:18])([CH3:17])[CH2:14][CH2:15][OH:16]. (3) Given the product [CH3:1][O:2][C:3]1[C:4]2[N:5]=[N:25][C:16]3=[C:15]([CH3:17])[N:14]=[C:13]([C:18]4[CH:19]=[N:20][CH:21]=[CH:22][C:23]=4[CH3:24])[N:12]3[C:6]=2[CH:7]=[C:8]([O:10][CH3:11])[CH:9]=1, predict the reactants needed to synthesize it. The reactants are: [CH3:1][O:2][C:3]1[CH:9]=[C:8]([O:10][CH3:11])[CH:7]=[C:6]([N:12]2[CH:16]=[C:15]([CH3:17])[N:14]=[C:13]2[C:18]2[CH:19]=[N:20][CH:21]=[CH:22][C:23]=2[CH3:24])[C:4]=1[NH2:5].[N:25]([O-])=O.[Na+]. (4) Given the product [Br:1][C:2]1[CH:13]=[CH:12][C:5]([C:6](=[O:7])[CH3:15])=[CH:4][C:3]=1[F:14], predict the reactants needed to synthesize it. The reactants are: [Br:1][C:2]1[CH:13]=[CH:12][C:5]([C:6](N(OC)C)=[O:7])=[CH:4][C:3]=1[F:14].[CH3:15][Mg]Cl.